From a dataset of Catalyst prediction with 721,799 reactions and 888 catalyst types from USPTO. Predict which catalyst facilitates the given reaction. (1) Product: [C:31]1([O:30][C:28](=[O:29])[NH:15][C:12]2[CH:13]=[CH:14][C:9]([C:6]3[N:5]=[C:4]([N:16]4[CH2:21][CH2:20][O:19][CH2:18][CH2:17]4)[C:3]([O:2][CH3:1])=[CH:8][N:7]=3)=[CH:10][CH:11]=2)[CH:36]=[CH:35][CH:34]=[CH:33][CH:32]=1. The catalyst class is: 13. Reactant: [CH3:1][O:2][C:3]1[C:4]([N:16]2[CH2:21][CH2:20][O:19][CH2:18][CH2:17]2)=[N:5][C:6]([C:9]2[CH:14]=[CH:13][C:12]([NH2:15])=[CH:11][CH:10]=2)=[N:7][CH:8]=1.C(=O)(O)[O-].[Na+].Cl[C:28]([O:30][C:31]1[CH:36]=[CH:35][CH:34]=[CH:33][CH:32]=1)=[O:29]. (2) Reactant: Cl[C:2]1[NH:11][C:10]2[C:9](=[O:12])[N:7]([CH3:8])[C:6](=[O:13])[N:5]([CH3:14])[C:4]=2[N:3]=1.[C:15]([O:19][C:20]([N:22]1[CH2:27][CH2:26][NH:25][CH2:24][CH2:23]1)=[O:21])([CH3:18])([CH3:17])[CH3:16]. Product: [C:15]([O:19][C:20]([N:22]1[CH2:27][CH2:26][N:25]([C:2]2[NH:11][C:10]3[C:9](=[O:12])[N:7]([CH3:8])[C:6](=[O:13])[N:5]([CH3:14])[C:4]=3[N:3]=2)[CH2:24][CH2:23]1)=[O:21])([CH3:18])([CH3:16])[CH3:17]. The catalyst class is: 84.